Dataset: Forward reaction prediction with 1.9M reactions from USPTO patents (1976-2016). Task: Predict the product of the given reaction. (1) Given the reactants Cl[CH2:2][C:3]1[NH:4][CH:5]=[C:6]([CH3:8])[N:7]=1.[C-:9]#[N:10].[K+], predict the reaction product. The product is: [CH3:8][C:6]1[N:7]=[C:3]([CH2:2][C:9]#[N:10])[NH:4][CH:5]=1. (2) Given the reactants C(OC(=O)[N:7]([CH2:14][CH3:15])[CH2:8][CH2:9][C:10]([OH:13])([CH3:12])[CH3:11])(C)(C)C.Cl, predict the reaction product. The product is: [CH2:14]([NH:7][CH2:8][CH2:9][C:10]([CH3:12])([OH:13])[CH3:11])[CH3:15]. (3) The product is: [Cl:39][C:4]1[CH:3]=[C:2]([C:40]#[N:41])[C:10]2[S:9][CH:8]=[C:7]([CH:11]([C:32]3[CH:37]=[CH:36][C:35]([Cl:38])=[CH:34][CH:33]=3)[C@@H:12]([C:16]3[CH:31]=[CH:30][C:19]([C:20]([NH:22][CH2:23][CH2:24][C:25]([O:27][CH2:28][CH3:29])=[O:26])=[O:21])=[CH:18][CH:17]=3)[CH2:13][CH2:14][CH3:15])[C:6]=2[CH:5]=1. Given the reactants Br[C:2]1[C:10]2[S:9][CH:8]=[C:7]([CH:11]([C:32]3[CH:37]=[CH:36][C:35]([Cl:38])=[CH:34][CH:33]=3)[C@@H:12]([C:16]3[CH:31]=[CH:30][C:19]([C:20]([NH:22][CH2:23][CH2:24][C:25]([O:27][CH2:28][CH3:29])=[O:26])=[O:21])=[CH:18][CH:17]=3)[CH2:13][CH2:14][CH3:15])[C:6]=2[CH:5]=[C:4]([Cl:39])[CH:3]=1.[CH3:40][N:41](C=O)C, predict the reaction product. (4) Given the reactants [CH:1]1([C:7]2[CH:28]=[CH:27][C:10]([C:11]([N:13]3[C:19]4[CH:20]=[CH:21][CH:22]=[CH:23][C:18]=4[CH2:17][N:16]4[CH:24]=[CH:25][CH:26]=[C:15]4[CH2:14]3)=[O:12])=[CH:9][CH:8]=2)[CH2:6][CH2:5][CH2:4][CH2:3][CH2:2]1.[Cl:29][C:30]([Cl:35])([Cl:34])[C:31](Cl)=[O:32], predict the reaction product. The product is: [Cl:29][C:30]([Cl:35])([Cl:34])[C:31]([C:24]1[N:16]2[C:15]([CH2:14][N:13]([C:11](=[O:12])[C:10]3[CH:27]=[CH:28][C:7]([CH:1]4[CH2:2][CH2:3][CH2:4][CH2:5][CH2:6]4)=[CH:8][CH:9]=3)[C:19]3[CH:20]=[CH:21][CH:22]=[CH:23][C:18]=3[CH2:17]2)=[CH:26][CH:25]=1)=[O:32]. (5) Given the reactants [NH:1]([C:3]1[N:8]([CH2:9][CH:10]([CH3:12])[CH3:11])[C:7](=[O:13])[N:6]([CH3:14])[C:5](=[O:15])[CH:4]=1)[NH2:2].[F:16][C:17]1[CH:18]=[C:19]2[C:23](=[CH:24][CH:25]=1)[NH:22][CH:21]=[C:20]2[CH:26]=O.[CH:28]([C:30]1[N:34]([CH3:35])[CH:33]=[C:32]([C:36]([O:38][CH3:39])=[O:37])[CH:31]=1)=O, predict the reaction product. The product is: [F:16][C:17]1[CH:18]=[C:19]2[C:23](=[CH:24][CH:25]=1)[NH:22][CH:21]=[C:20]2[CH2:26][N:2]1[C:28]([C:30]2[N:34]([CH3:35])[CH:33]=[C:32]([C:36]([O:38][CH3:39])=[O:37])[CH:31]=2)=[C:4]2[C:3]([N:8]([CH2:9][CH:10]([CH3:11])[CH3:12])[C:7](=[O:13])[N:6]([CH3:14])[C:5]2=[O:15])=[N:1]1. (6) Given the reactants [NH2:1][C:2]1[CH:12]=[CH:11][C:5]2[NH:6][C:7](=[O:10])[CH2:8][O:9][C:4]=2[CH:3]=1.[CH2:13]([CH:20]1[CH2:25][CH2:24][N:23]([C:26](=[O:30])[C:27](O)=[O:28])[CH2:22][CH2:21]1)[C:14]1[CH:19]=[CH:18][CH:17]=[CH:16][CH:15]=1, predict the reaction product. The product is: [CH2:13]([CH:20]1[CH2:21][CH2:22][N:23]([C:26](=[O:30])[C:27]([NH:1][C:2]2[CH:12]=[CH:11][C:5]3[NH:6][C:7](=[O:10])[CH2:8][O:9][C:4]=3[CH:3]=2)=[O:28])[CH2:24][CH2:25]1)[C:14]1[CH:15]=[CH:16][CH:17]=[CH:18][CH:19]=1. (7) Given the reactants C(#N)C.[NH2:4][C:5]1[N:9]([C:10]2[C:18]([Cl:19])=[C:13]3[CH2:14][CH2:15][CH2:16][CH2:17][N:12]3[N:11]=2)[N:8]=[CH:7][C:6]=1[C:20]#[N:21].[C:22](Cl)(=[O:24])[CH3:23], predict the reaction product. The product is: [Cl:19][C:18]1[C:10]([N:9]2[C:5]([NH:4][C:22](=[O:24])[CH3:23])=[C:6]([C:20]#[N:21])[CH:7]=[N:8]2)=[N:11][N:12]2[CH2:17][CH2:16][CH2:15][CH2:14][C:13]=12.